Dataset: Catalyst prediction with 721,799 reactions and 888 catalyst types from USPTO. Task: Predict which catalyst facilitates the given reaction. Reactant: [CH2:1]([O:3][C:4]([C:6]1[CH:10]=[C:9]([CH3:11])[N:8]([CH2:12][C:13]2[CH:18]=[C:17]([Br:19])[CH:16]=[CH:15][C:14]=2[OH:20])[N:7]=1)=[O:5])[CH3:2].C1(P(C2C=CC=CC=2)C2C=CC=CC=2)C=CC=CC=1.C(O[C:43](=O)[C:44]([CH2:48][CH3:49])([CH3:47])[CH2:45][CH3:46])C. Product: [CH2:1]([O:3][C:4]([C:6]1[CH:10]=[C:9]([CH3:11])[N:8]([CH2:12][C:13]2[CH:18]=[C:17]([Br:19])[CH:16]=[CH:15][C:14]=2[O:20][CH2:43][C:44]([CH2:48][CH3:49])([CH3:47])[CH2:45][CH3:46])[N:7]=1)=[O:5])[CH3:2]. The catalyst class is: 1.